This data is from Reaction yield outcomes from USPTO patents with 853,638 reactions. The task is: Predict the reaction yield, written as a fraction of the theoretical maximum amount of product (1.0 means a 100% yield; for example, 0.34 means a 34% yield). The reactants are [C:1]1([C:7](=O)[CH2:8][C:9]2[CH:13]=[CH:12][S:11][CH:10]=2)[CH:6]=[CH:5][CH:4]=[CH:3][CH:2]=1.[CH2:15]([O:17][C:18]1[CH:19]=[C:20]([CH:23]=[C:24]([N+:27]([O-:29])=[O:28])[C:25]=1[OH:26])[CH:21]=O)[CH3:16].[NH2:30][C:31]([NH2:33])=[O:32].Cl. The catalyst is CCO.CO.CCOC(C)=O. The product is [CH2:15]([O:17][C:18]1[CH:19]=[C:20]([CH:21]2[C:8]([C:9]3[CH:13]=[CH:12][S:11][CH:10]=3)=[C:7]([C:1]3[CH:6]=[CH:5][CH:4]=[CH:3][CH:2]=3)[NH:33][C:31](=[O:32])[NH:30]2)[CH:23]=[C:24]([N+:27]([O-:29])=[O:28])[C:25]=1[OH:26])[CH3:16]. The yield is 0.248.